Dataset: Catalyst prediction with 721,799 reactions and 888 catalyst types from USPTO. Task: Predict which catalyst facilitates the given reaction. (1) Reactant: C([N:8]1[CH2:13][CH2:12][N:11](CC2C=CC=CC=2)[CH2:10][C@@H:9]1[CH2:21][CH2:22][C:23]1[CH:28]=[CH:27][C:26]([Cl:29])=[CH:25][CH:24]=1)C1C=CC=CC=1.ClC(OC(Cl)C)=O. Product: [Cl:29][C:26]1[CH:27]=[CH:28][C:23]([CH2:22][CH2:21][C@H:9]2[CH2:10][NH:11][CH2:12][CH2:13][NH:8]2)=[CH:24][CH:25]=1. The catalyst class is: 68. (2) Reactant: C(OC(=O)[NH:7][C:8]1([C:12]2[CH:17]=[CH:16][C:15]([C:18]3[C:27]([C:28]4[CH:33]=[CH:32][CH:31]=[CH:30][CH:29]=4)=[CH:26][C:25]4[C:24]5=[N:34][N:35]=[C:36]([O:37][CH2:38][CH3:39])[N:23]5[CH:22]=[CH:21][C:20]=4[N:19]=3)=[CH:14][CH:13]=2)[CH2:11][CH2:10][CH2:9]1)(C)(C)C.Cl.CCOC(C)=O. Product: [CH2:38]([O:37][C:36]1[N:23]2[C:24]([C:25]3[CH:26]=[C:27]([C:28]4[CH:29]=[CH:30][CH:31]=[CH:32][CH:33]=4)[C:18]([C:15]4[CH:14]=[CH:13][C:12]([C:8]5([NH2:7])[CH2:9][CH2:10][CH2:11]5)=[CH:17][CH:16]=4)=[N:19][C:20]=3[CH:21]=[CH:22]2)=[N:34][N:35]=1)[CH3:39]. The catalyst class is: 100. (3) Reactant: [Br:1][C:2]1[CH:16]=[C:15](/[CH:17]=[CH:18]/[CH:19]([C:24]2[CH:29]=[C:28]([Cl:30])[C:27]([Cl:31])=[C:26]([Cl:32])[CH:25]=2)[C:20]([F:23])([F:22])[F:21])[CH:14]=[CH:13][C:3]=1[C:4]([NH:6][CH:7]1[CH2:12][CH2:11][NH:10][CH2:9][CH2:8]1)=[O:5].[O:33]1[CH2:36][C:35](=O)[CH2:34]1.C(O)(=O)C.[BH3-]C#N.[Na+]. Product: [Br:1][C:2]1[CH:16]=[C:15](/[CH:17]=[CH:18]/[CH:19]([C:24]2[CH:25]=[C:26]([Cl:32])[C:27]([Cl:31])=[C:28]([Cl:30])[CH:29]=2)[C:20]([F:23])([F:21])[F:22])[CH:14]=[CH:13][C:3]=1[C:4]([NH:6][CH:7]1[CH2:12][CH2:11][N:10]([CH:35]2[CH2:36][O:33][CH2:34]2)[CH2:9][CH2:8]1)=[O:5]. The catalyst class is: 125.